The task is: Predict the product of the given reaction.. This data is from Forward reaction prediction with 1.9M reactions from USPTO patents (1976-2016). (1) Given the reactants [CH2:1]([O:3][C:4](=[O:14])[C:5]1[CH:10]=[CH:9][C:8]([Br:11])=[C:7]([CH2:12]Br)[CH:6]=1)[CH3:2].[CH2:15]([O:22][C:23](=[O:27])[NH:24][CH2:25][CH3:26])[C:16]1[CH:21]=[CH:20][CH:19]=[CH:18][CH:17]=1.[H-].[Na+], predict the reaction product. The product is: [CH2:1]([O:3][C:4](=[O:14])[C:5]1[CH:10]=[CH:9][C:8]([Br:11])=[C:7]([CH2:12][N:24]([C:23]([O:22][CH2:15][C:16]2[CH:21]=[CH:20][CH:19]=[CH:18][CH:17]=2)=[O:27])[CH2:25][CH3:26])[CH:6]=1)[CH3:2]. (2) Given the reactants [Cl:1][C:2]1[CH:3]=[C:4]2[C:8](=[CH:9][CH:10]=1)[N:7]([CH3:11])[C:6]([C:12]([OH:14])=O)=[CH:5]2.[NH2:15][CH2:16][C:17]1[CH:18]=[C:19]([CH:35]=[C:36]([F:38])[CH:37]=1)[O:20][C:21]1[CH:33]=[CH:32][C:24]([O:25][C:26]([CH3:31])([CH3:30])[C:27]([OH:29])=[O:28])=[C:23]([CH3:34])[CH:22]=1, predict the reaction product. The product is: [Cl:1][C:2]1[CH:3]=[C:4]2[C:8](=[CH:9][CH:10]=1)[N:7]([CH3:11])[C:6]([C:12]([NH:15][CH2:16][C:17]1[CH:18]=[C:19]([CH:35]=[C:36]([F:38])[CH:37]=1)[O:20][C:21]1[CH:33]=[CH:32][C:24]([O:25][C:26]([CH3:31])([CH3:30])[C:27]([OH:29])=[O:28])=[C:23]([CH3:34])[CH:22]=1)=[O:14])=[CH:5]2. (3) Given the reactants [CH2:1]([OH:29])[CH2:2][CH2:3][CH2:4][CH2:5][CH2:6][CH2:7][CH2:8][CH2:9][CH2:10][CH2:11][CH2:12][CH2:13][CH2:14][CH2:15][CH2:16][CH2:17][CH2:18][CH2:19][CH2:20][CH2:21][CH2:22][CH2:23][CH2:24][CH2:25][CH2:26][CH2:27][CH3:28].C(Cl)Cl.C([O-])([O-])=O.[Ca+2].[Cr](Cl)([O-])(=O)=O.[NH+]1C=CC=CC=1, predict the reaction product. The product is: [CH:1](=[O:29])[CH2:2][CH2:3][CH2:4][CH2:5][CH2:6][CH2:7][CH2:8][CH2:9][CH2:10][CH2:11][CH2:12][CH2:13][CH2:14][CH2:15][CH2:16][CH2:17][CH2:18][CH2:19][CH2:20][CH2:21][CH2:22][CH2:23][CH2:24][CH2:25][CH2:26][CH2:27][CH3:28]. (4) Given the reactants [CH2:1]([N:3](CC)CC)[CH3:2].CS(Cl)(=O)=O.O[CH:14]([C:20]1[CH:25]=[CH:24][C:23]([NH:26][C:27]([C:29]2[CH:34]=[CH:33][CH:32]=[CH:31][N:30]=2)=[O:28])=[CH:22][C:21]=1[F:35])[CH:15]([CH3:19])[CH2:16][CH2:17]O.C(=O)(O)[O-:37].[Na+], predict the reaction product. The product is: [C:1]([N:3]1[CH2:17][CH2:16][CH:15]([CH3:19])[CH:14]1[C:20]1[CH:25]=[CH:24][C:23]([NH:26][C:27]([C:29]2[CH:34]=[CH:33][CH:32]=[CH:31][N:30]=2)=[O:28])=[CH:22][C:21]=1[F:35])(=[O:37])[CH3:2]. (5) Given the reactants [F:1][C:2]([F:11])([F:10])[C:3]1[CH:8]=[CH:7][N:6]=[C:5]([NH2:9])[CH:4]=1.[Cl:12][C:13]1[CH:14]=[C:15]([CH:18]=[CH:19][CH:20]=1)[CH:16]=O.O.C1(C)C=CC(S(O)(=O)=O)=CC=1.[N+:33]([C:35]([CH3:38])([CH3:37])[CH3:36])#[C-:34], predict the reaction product. The product is: [C:35]([NH:33][C:34]1[N:6]2[CH:7]=[CH:8][C:3]([C:2]([F:1])([F:10])[F:11])=[CH:4][C:5]2=[N:9][C:16]=1[C:15]1[CH:18]=[CH:19][CH:20]=[C:13]([Cl:12])[CH:14]=1)([CH3:38])([CH3:37])[CH3:36]. (6) Given the reactants [CH:1]1[C:10]2[C:5](=[C:6]([N:11]3[CH2:16][CH2:15][CH:14]([C:17]([OH:19])=O)[CH2:13][CH2:12]3)[CH:7]=[CH:8][CH:9]=2)[CH:4]=[CH:3][N:2]=1.BrC1C=CC=C2C=1C=CN=C2.[C:31]1([NH2:41])[C:40]2[C:35](=[CH:36][N:37]=[CH:38][CH:39]=2)[CH:34]=[CH:33][N:32]=1, predict the reaction product. The product is: [C:31]1([NH:41][C:17]([CH:14]2[CH2:13][CH2:12][N:11]([C:6]3[CH:7]=[CH:8][CH:9]=[C:10]4[C:5]=3[CH:4]=[CH:3][N:2]=[CH:1]4)[CH2:16][CH2:15]2)=[O:19])[C:40]2[C:35](=[CH:36][N:37]=[CH:38][CH:39]=2)[CH:34]=[CH:33][N:32]=1. (7) The product is: [CH3:12][CH:11]([O:1][C:2]1[CH:9]=[CH:8][CH:7]=[CH:6][C:3]=1[CH:4]=[O:5])[CH3:13]. Given the reactants [OH:1][C:2]1[CH:9]=[CH:8][CH:7]=[CH:6][C:3]=1[CH:4]=[O:5].I[CH:11]([CH3:13])[CH3:12].C(=O)([O-])[O-].[K+].[K+].CN(C)C=O, predict the reaction product.